From a dataset of Reaction yield outcomes from USPTO patents with 853,638 reactions. Predict the reaction yield, written as a fraction of the theoretical maximum amount of product (1.0 means a 100% yield; for example, 0.34 means a 34% yield). (1) The reactants are Cl[CH2:2][CH2:3][NH:4][S:5]([CH3:8])(=[O:7])=[O:6].[NH2:9][C:10]1[N:11]=[CH:12][C:13]([C:16]2[C:17]([F:27])=[C:18]([OH:26])[C:19]([CH:22]3[CH2:25][CH2:24][CH2:23]3)=[CH:20][CH:21]=2)=[N:14][CH:15]=1.C([O-])([O-])=O.[Cs+].[Cs+].CN(C=O)C. The catalyst is O. The product is [NH2:9][C:10]1[N:11]=[CH:12][C:13]([C:16]2[C:17]([F:27])=[C:18]([C:19]([CH:22]3[CH2:25][CH2:24][CH2:23]3)=[CH:20][CH:21]=2)[O:26][CH2:2][CH2:3][NH:4][S:5]([CH3:8])(=[O:7])=[O:6])=[N:14][CH:15]=1. The yield is 0.560. (2) The reactants are [C:1]1([C:12]2[CH:17]=[CH:16][CH:15]=[CH:14][CH:13]=2)[CH:6]=[CH:5][C:4]([S:7][CH2:8][C:9](=[O:11])[CH3:10])=[CH:3][CH:2]=1.C(=O)(O)[O-:19].[Na+].OOS([O-])=O.[K+].[OH2:29]. The catalyst is CO. The yield is 0.990. The product is [C:1]1([C:12]2[CH:13]=[CH:14][CH:15]=[CH:16][CH:17]=2)[CH:6]=[CH:5][C:4]([S:7]([CH2:8][C:9](=[O:11])[CH3:10])(=[O:19])=[O:29])=[CH:3][CH:2]=1. (3) The reactants are [NH2:1][C:2]1[NH:6][N:5]=[C:4]([CH2:7][CH2:8][C:9]2[CH:10]=[C:11]([CH:16]=[C:17]([O:19][CH3:20])[CH:18]=2)[C:12]([NH:14][CH3:15])=[O:13])[CH:3]=1.Cl[C:22]1[CH:27]=[CH:26][N:25]=[C:24]([NH:28][CH2:29][C:30]2[O:34][N:33]=[C:32]([CH3:35])[CH:31]=2)[N:23]=1. The catalyst is C(O)C. The product is [CH3:20][O:19][C:17]1[CH:16]=[C:11]([CH:10]=[C:9]([CH2:8][CH2:7][C:4]2[CH:3]=[C:2]([NH:1][C:22]3[CH:27]=[CH:26][N:25]=[C:24]([NH:28][CH2:29][C:30]4[O:34][N:33]=[C:32]([CH3:35])[CH:31]=4)[N:23]=3)[NH:6][N:5]=2)[CH:18]=1)[C:12]([NH:14][CH3:15])=[O:13]. The yield is 0.460. (4) The reactants are [F:1][C:2]1[CH:3]=[CH:4][C:5]([C:9]2[NH:10][CH:11]=[CH:12][N:13]=2)=[C:6]([OH:8])[CH:7]=1.CN(C)C=O.C(=O)([O-])[O-].[Cs+].[Cs+].Br[CH2:26][CH2:27]Br. The catalyst is O. The product is [F:1][C:2]1[CH:3]=[CH:4][C:5]2[C:9]3[N:13]([CH:12]=[CH:11][N:10]=3)[CH2:26][CH2:27][O:8][C:6]=2[CH:7]=1. The yield is 0.670. (5) The reactants are [Cl:1][C:2]1[CH:13]=[CH:12][C:5]([CH2:6][NH:7][C:8](=[O:11])[CH2:9][CH3:10])=[CH:4][C:3]=1[CH2:14][OH:15]. The catalyst is CC#N.O=[Mn]=O. The product is [Cl:1][C:2]1[CH:13]=[CH:12][C:5]([CH2:6][NH:7][C:8](=[O:11])[CH2:9][CH3:10])=[CH:4][C:3]=1[CH:14]=[O:15]. The yield is 0.930. (6) The reactants are [F:1][CH2:2][CH2:3][N:4]1[C:9](=[O:10])[C:8]2[C:11]([C:32]3[CH:37]=[CH:36][CH:35]=[CH:34][CH:33]=3)=[C:12]([C:14]3[CH:19]=[CH:18][C:17]([C:20]4([NH:24][C:25](=[O:31])[O:26][C:27]([CH3:30])([CH3:29])[CH3:28])[CH2:23][CH2:22][CH2:21]4)=[CH:16][CH:15]=3)[O:13][C:7]=2[N:6]=[C:5]1S(C)=O.[NH2:41][CH2:42][CH2:43][OH:44]. The catalyst is O1CCCC1. The product is [F:1][CH2:2][CH2:3][N:4]1[C:9](=[O:10])[C:8]2[C:11]([C:32]3[CH:37]=[CH:36][CH:35]=[CH:34][CH:33]=3)=[C:12]([C:14]3[CH:19]=[CH:18][C:17]([C:20]4([NH:24][C:25](=[O:31])[O:26][C:27]([CH3:30])([CH3:29])[CH3:28])[CH2:23][CH2:22][CH2:21]4)=[CH:16][CH:15]=3)[O:13][C:7]=2[N:6]=[C:5]1[NH:41][CH2:42][CH2:43][OH:44]. The yield is 0.200. (7) The reactants are CS(C)=O.F[C:6]1[CH:11]=[CH:10][C:9]([N+:12]([O-:14])=[O:13])=[C:8]([CH3:15])[CH:7]=1.C(=O)([O-])[O-].[K+].[K+].[NH:22]1[CH2:27][CH2:26][O:25][CH2:24][CH2:23]1. The catalyst is O. The product is [CH3:15][C:8]1[CH:7]=[C:6]([N:22]2[CH2:27][CH2:26][O:25][CH2:24][CH2:23]2)[CH:11]=[CH:10][C:9]=1[N+:12]([O-:14])=[O:13]. The yield is 0.950. (8) The reactants are [Cl:1][C:2]1[CH:3]=[C:4]([CH:17]=[CH:18][C:19]=1[F:20])[C:5]([NH:7][C:8]1[N:13]=[CH:12][C:11]([N+:14]([O-])=O)=[CH:10][N:9]=1)=[O:6]. The catalyst is [Pt].C(O)C.C(OCC)(=O)C.C(O)C. The product is [NH2:14][C:11]1[CH:12]=[N:13][C:8]([NH:7][C:5](=[O:6])[C:4]2[CH:17]=[CH:18][C:19]([F:20])=[C:2]([Cl:1])[CH:3]=2)=[N:9][CH:10]=1. The yield is 0.990. (9) The catalyst is CCOCC. The reactants are [Cl:1][C:2]1[N:3]=[CH:4][C:5]2[C:10](I)=[CH:9][N:8]([C:12]([CH3:22])([CH3:21])[CH2:13][O:14][CH:15]3[CH2:20][CH2:19][CH2:18][CH2:17][O:16]3)[C:6]=2[N:7]=1.[Li]CCCC.[C:28]([C:30]1[CH:41]=[CH:40][C:33]([C:34](N(OC)C)=[O:35])=[CH:32][C:31]=1[F:42])#[N:29]. The product is [Cl:1][C:2]1[N:3]=[CH:4][C:5]2[C:10]([C:34]([C:33]3[CH:40]=[CH:41][C:30]([C:28]#[N:29])=[C:31]([F:42])[CH:32]=3)=[O:35])=[CH:9][N:8]([C:12]([CH3:22])([CH3:21])[CH2:13][O:14][CH:15]3[CH2:20][CH2:19][CH2:18][CH2:17][O:16]3)[C:6]=2[N:7]=1. The yield is 0.360.